The task is: Predict the product of the given reaction.. This data is from Forward reaction prediction with 1.9M reactions from USPTO patents (1976-2016). (1) Given the reactants [CH:1]1([C:5]2[N:9]3[CH:10]=[CH:11][N:12]=[C:13]([NH2:14])[C:8]3=[C:7]([C:15]3[CH2:16][CH2:17][NH:18][CH2:19][CH:20]=3)[N:6]=2)[CH2:4][CH2:3][CH2:2]1.[C:21]1([S:27](Cl)(=[O:29])=[O:28])[CH:26]=[CH:25][CH:24]=[CH:23][CH:22]=1.CCN(C(C)C)C(C)C.CN(C=O)C, predict the reaction product. The product is: [C:21]1([S:27]([N:18]2[CH2:17][CH:16]=[C:15]([C:7]3[N:6]=[C:5]([CH:1]4[CH2:4][CH2:3][CH2:2]4)[N:9]4[CH:10]=[CH:11][N:12]=[C:13]([NH2:14])[C:8]=34)[CH2:20][CH2:19]2)(=[O:29])=[O:28])[CH:26]=[CH:25][CH:24]=[CH:23][CH:22]=1. (2) Given the reactants [Cl:1][C:2]1[N:7]=[CH:6][C:5]2[CH:8]=[CH:9][NH:10][C:4]=2[CH:3]=1.[C:11](O[C:11]([O:13][C:14]([CH3:17])([CH3:16])[CH3:15])=[O:12])([O:13][C:14]([CH3:17])([CH3:16])[CH3:15])=[O:12], predict the reaction product. The product is: [Cl:1][C:2]1[N:7]=[CH:6][C:5]2[CH:8]=[CH:9][N:10]([C:11]([O:13][C:14]([CH3:17])([CH3:16])[CH3:15])=[O:12])[C:4]=2[CH:3]=1. (3) Given the reactants [CH3:1][C:2]1[CH:7]=[CH:6][C:5]([S:8][C:9]2[CH:14]=[CH:13][CH:12]=[CH:11][CH:10]=2)=[CH:4][C:3]=1[N+:15]([O-:17])=[O:16].[OH:18]OS([O-])=O.[K+].[OH2:24], predict the reaction product. The product is: [CH3:1][C:2]1[CH:7]=[CH:6][C:5]([S:8]([C:9]2[CH:14]=[CH:13][CH:12]=[CH:11][CH:10]=2)(=[O:18])=[O:24])=[CH:4][C:3]=1[N+:15]([O-:17])=[O:16]. (4) Given the reactants [OH:1][CH2:2][CH2:3][CH2:4][CH:5]1[CH2:10][CH2:9][N:8]([C:11]#[N:12])[CH2:7][CH2:6]1.[OH:13][NH:14][C:15](=N)[CH:16]([CH3:18])[CH3:17], predict the reaction product. The product is: [CH:16]([C:15]1[N:12]=[C:11]([N:8]2[CH2:7][CH2:6][CH:5]([CH2:4][CH2:3][CH2:2][OH:1])[CH2:10][CH2:9]2)[O:13][N:14]=1)([CH3:18])[CH3:17]. (5) Given the reactants Cl.[CH:2]([C:5]1[CH:6]=[C:7]([C@@H:11]([NH2:13])[CH3:12])[CH:8]=[CH:9][CH:10]=1)([CH3:4])[CH3:3].[CH3:14][O:15][C:16](=[O:42])[C@H:17]([O:20][C:21]1[CH:22]=[C:23]([CH:39]=[CH:40][CH:41]=1)[CH2:24][N:25]1[C:33]2[C:28](=[CH:29][C:30]([C:34](O)=[O:35])=[CH:31][CH:32]=2)[C:27]([CH3:37])=[C:26]1[CH3:38])[CH2:18][CH3:19], predict the reaction product. The product is: [CH:2]([C:5]1[CH:6]=[C:7]([C@@H:11]([NH:13][C:34]([C:30]2[CH:29]=[C:28]3[C:33](=[CH:32][CH:31]=2)[N:25]([CH2:24][C:23]2[CH:22]=[C:21]([CH:41]=[CH:40][CH:39]=2)[O:20][C@H:17]([CH2:18][CH3:19])[C:16]([O:15][CH3:14])=[O:42])[C:26]([CH3:38])=[C:27]3[CH3:37])=[O:35])[CH3:12])[CH:8]=[CH:9][CH:10]=1)([CH3:4])[CH3:3]. (6) Given the reactants [CH3:1][CH:2]([N:4]1[C:8]([C:9]2[N:10]=[C:11]3[N:21]([CH:22]=2)[CH2:20][CH2:19][O:18][C:17]2[C:12]3=[CH:13][C:14]([C:23](OC)=[O:24])=[CH:15][CH:16]=2)=[N:7][CH:6]=[N:5]1)[CH3:3].[H-].[H-].[H-].[H-].[Li+].[Al+3], predict the reaction product. The product is: [CH3:3][CH:2]([N:4]1[C:8]([C:9]2[N:10]=[C:11]3[N:21]([CH:22]=2)[CH2:20][CH2:19][O:18][C:17]2[C:12]3=[CH:13][C:14]([CH2:23][OH:24])=[CH:15][CH:16]=2)=[N:7][CH:6]=[N:5]1)[CH3:1]. (7) Given the reactants [F:1][C:2]([F:24])([O:10][C:11]1[CH:16]=[C:15]([F:17])[C:14]([N+:18]([O-])=O)=[CH:13][C:12]=1[N+:21]([O-])=O)[C:3]([N:5]([CH2:8][CH3:9])[CH2:6][CH3:7])=[O:4], predict the reaction product. The product is: [F:24][C:2]([F:1])([O:10][C:11]1[CH:16]=[C:15]([F:17])[C:14]([NH2:18])=[CH:13][C:12]=1[NH2:21])[C:3]([N:5]([CH2:6][CH3:7])[CH2:8][CH3:9])=[O:4]. (8) The product is: [CH3:15][C:9]1[C:10]([CH3:14])=[CH:11][CH:12]=[CH:13][C:8]=1[C:6]1[N:5]=[C:4]([NH2:16])[N:3]=[C:2]([NH:28][CH2:27][CH2:26][NH:25][C:21]2[CH:22]=[CH:23][CH:24]=[C:19]([O:18][CH3:17])[CH:20]=2)[CH:7]=1. Given the reactants Cl[C:2]1[CH:7]=[C:6]([C:8]2[CH:13]=[CH:12][CH:11]=[C:10]([CH3:14])[C:9]=2[CH3:15])[N:5]=[C:4]([NH2:16])[N:3]=1.[CH3:17][O:18][C:19]1[CH:20]=[C:21]([NH:25][CH2:26][CH2:27][NH2:28])[CH:22]=[CH:23][CH:24]=1, predict the reaction product.